The task is: Predict which catalyst facilitates the given reaction.. This data is from Catalyst prediction with 721,799 reactions and 888 catalyst types from USPTO. (1) Reactant: [H-].[Na+].[F:3][C:4]1[CH:9]=[C:8]([C:10]([OH:13])([CH3:12])[CH3:11])[CH:7]=[CH:6][C:5]=1[C:14]1[S:18][C:17]([NH:19][C:20]2[CH:25]=[CH:24][CH:23]=[C:22]([CH2:26][OH:27])[N:21]=2)=[C:16]([C:28]([NH2:30])=[O:29])[CH:15]=1.Br[CH2:32][CH2:33][O:34][CH3:35]. Product: [F:3][C:4]1[CH:9]=[C:8]([C:10]([OH:13])([CH3:11])[CH3:12])[CH:7]=[CH:6][C:5]=1[C:14]1[S:18][C:17]([NH:19][C:20]2[CH:25]=[CH:24][CH:23]=[C:22]([CH2:26][O:27][CH2:32][CH2:33][O:34][CH3:35])[N:21]=2)=[C:16]([C:28]([NH2:30])=[O:29])[CH:15]=1. The catalyst class is: 3. (2) Reactant: [CH2:1]([O:3][C:4](=[O:18])[CH2:5][NH:6][CH:7]1[CH2:10][N:9]([C:11]([O:13][C:14]([CH3:17])([CH3:16])[CH3:15])=[O:12])[CH2:8]1)[CH3:2].[C:19](O[C:19]([O:21][C:22]([CH3:25])([CH3:24])[CH3:23])=[O:20])([O:21][C:22]([CH3:25])([CH3:24])[CH3:23])=[O:20].C(=O)([O-])[O-].[K+].[K+]. Product: [C:22]([O:21][C:19]([N:6]([CH2:5][C:4]([O:3][CH2:1][CH3:2])=[O:18])[CH:7]1[CH2:10][N:9]([C:11]([O:13][C:14]([CH3:17])([CH3:16])[CH3:15])=[O:12])[CH2:8]1)=[O:20])([CH3:25])([CH3:24])[CH3:23]. The catalyst class is: 23. (3) Reactant: C(N([P:8]([N:12]([CH:16]([CH3:18])[CH3:17])[CH:13]([CH3:15])[CH3:14])(Cl)([O-:10])[O-:9])C(C)C)(C)C.[O:19]([CH2:26][C:27]([NH:29][C:30]1[NH:31][C:32](=[O:70])[C:33]2[N:34]=[CH:35][N:36]([C:68]=2[N:69]=1)[C@@H:37]1[O:67][C@H:41]([CH2:42][O:43][C:44]([C:61]2[CH:66]=[CH:65][CH:64]=[CH:63][CH:62]=2)([C:53]2[CH:58]=[CH:57][C:56]([O:59][CH3:60])=[CH:55][CH:54]=2)[C:45]2[CH:50]=[CH:49][C:48]([O:51][CH3:52])=[CH:47][CH:46]=2)[C@@H:39]([OH:40])[CH2:38]1)=[O:28])[C:20]1[CH:25]=[CH:24][CH:23]=[CH:22][CH:21]=1.C(N(C(C)C)C(C)C)C.[C:80]([O:83][C@@H:84]1[C@@H:96]([O:97][C:98](=[O:100])[CH3:99])[C@@H:95]([O:101][C:102](=[O:104])[CH3:103])[C@@H:94]([CH2:105][O:106][C:107](=[O:109])[CH3:108])[O:93][C@H:85]1[O:86][CH2:87][CH2:88][O:89][CH2:90][CH2:91]O)(=[O:82])[CH3:81].N1C=NN=N1.O(CC(NC1NC(=O)C2N=CN(C=2N=1)[C@@H]1O[C@H](COC(C2C=CC=CC=2)(C2C=CC(OC)=CC=2)C2C=CC(OC)=CC=2)[C@@H](OP(N(C(C)C)C(C)C)(OCCOCCO[C@@H]2O[C@H](COC(=O)C)[C@@H](OC(=O)C)[C@H](OC(=O)C)[C@H]2OC(=O)C)=O)C1)=O)C1C=CC=CC=1. Product: [O:19]([CH2:26][C:27]([NH:29][C:30]1[NH:31][C:32](=[O:70])[C:33]2[N:34]=[CH:35][N:36]([C:68]=2[N:69]=1)[C@@H:37]1[O:67][C@H:41]([CH2:42][O:43][C:44]([C:61]2[CH:66]=[CH:65][CH:64]=[CH:63][CH:62]=2)([C:45]2[CH:50]=[CH:49][C:48]([O:51][CH3:52])=[CH:47][CH:46]=2)[C:53]2[CH:54]=[CH:55][C:56]([O:59][CH3:60])=[CH:57][CH:58]=2)[C@@H:39]([O:40][P:8]([N:12]([CH:13]([CH3:14])[CH3:15])[CH:16]([CH3:17])[CH3:18])([O:9][CH2:91][CH2:90][O:89][CH2:88][CH2:87][O:86][C@@H:85]2[O:93][C@H:94]([CH2:105][O:106][C:107](=[O:109])[CH3:108])[C@H:95]([O:101][C:102](=[O:104])[CH3:103])[C@H:96]([O:97][C:98](=[O:100])[CH3:99])[C@H:84]2[O:83][C:80](=[O:82])[CH3:81])=[O:10])[CH2:38]1)=[O:28])[C:20]1[CH:21]=[CH:22][CH:23]=[CH:24][CH:25]=1. The catalyst class is: 4. (4) The catalyst class is: 1. Reactant: [F:1][C:2]1[CH:7]=[C:6]([N+:8]([O-:10])=[O:9])[C:5](F)=[C:4]([F:12])[C:3]=1[F:13].CCN(C(C)C)C(C)C.[CH:23]1([C:26]2[NH:30][N:29]=[C:28]([NH2:31])[CH:27]=2)[CH2:25][CH2:24]1. Product: [CH:23]1([C:26]2[NH:30][N:29]=[C:28]([NH:31][C:5]3[C:6]([N+:8]([O-:10])=[O:9])=[CH:7][C:2]([F:1])=[C:3]([F:13])[C:4]=3[F:12])[CH:27]=2)[CH2:25][CH2:24]1.